From a dataset of Forward reaction prediction with 1.9M reactions from USPTO patents (1976-2016). Predict the product of the given reaction. Given the reactants Br[C:2]1[CH:11]=[C:10]2[C:5]([CH2:6][CH2:7][N:8]([C:12]3[CH:17]=[C:16]([N:18]4[CH2:23][CH2:22][N:21]([CH3:24])[CH2:20][CH2:19]4)[N:15]=[C:14]([NH2:25])[N:13]=3)[CH2:9]2)=[CH:4][CH:3]=1.[Cl:26][C:27]1[CH:34]=[C:33]([OH:35])[CH:32]=[CH:31][C:28]=1[C:29]#[N:30], predict the reaction product. The product is: [NH2:25][C:14]1[N:13]=[C:12]([N:8]2[CH2:7][CH2:6][C:5]3[C:10](=[CH:11][C:2]([O:35][C:33]4[CH:32]=[CH:31][C:28]([C:29]#[N:30])=[C:27]([Cl:26])[CH:34]=4)=[CH:3][CH:4]=3)[CH2:9]2)[CH:17]=[C:16]([N:18]2[CH2:19][CH2:20][N:21]([CH3:24])[CH2:22][CH2:23]2)[N:15]=1.